From a dataset of Forward reaction prediction with 1.9M reactions from USPTO patents (1976-2016). Predict the product of the given reaction. (1) Given the reactants Cl[C:2]1[CH:3]=[CH:4][C:5]2[N:6]([CH:8]=[CH:9][C:10](=[O:20])[C:11]=2[C:12]2[C:17]([F:18])=[CH:16][CH:15]=[CH:14][C:13]=2[F:19])[N:7]=1.[O-]CCCC.[Na+].[F:27][C:28]1[CH:34]=[C:33]([F:35])[CH:32]=[CH:31][C:29]=1[NH2:30], predict the reaction product. The product is: [F:19][C:13]1[CH:14]=[CH:15][CH:16]=[C:17]([F:18])[C:12]=1[C:11]1[C:10](=[O:20])[CH:9]=[CH:8][N:6]2[C:5]=1[CH:4]=[CH:3][C:2]([NH:30][C:29]1[CH:31]=[CH:32][C:33]([F:35])=[CH:34][C:28]=1[F:27])=[N:7]2. (2) Given the reactants [NH2:1][C:2]1[C:7]2[CH:8]=[CH:9][N:10]([C:11]([C:13]3[C:18]([Cl:19])=[CH:17][CH:16]=[CH:15][C:14]=3[Cl:20])=[O:12])[C:6]=2[CH:5]=[CH:4][N:3]=1.C(N(CC)CC)C.Cl[C:29]([O:31][CH3:32])=[O:30].O, predict the reaction product. The product is: [CH3:32][O:31][C:29](=[O:30])[NH:1][C:2]1[C:7]2[CH:8]=[CH:9][N:10]([C:11](=[O:12])[C:13]3[C:18]([Cl:19])=[CH:17][CH:16]=[CH:15][C:14]=3[Cl:20])[C:6]=2[CH:5]=[CH:4][N:3]=1. (3) Given the reactants [F:1][C:2]([F:42])([F:41])[C@H:3]([N:28]1[CH2:32][CH2:31][C@H:30]([NH:33][C:34](=[O:40])[O:35][C:36]([CH3:39])([CH3:38])[CH3:37])[CH2:29]1)[C:4]1[CH:5]=[CH:6][C:7]2[N:8]([C:10]([C:13]3[CH:22]=[CH:21][C:20]4[C:15](=[CH:16][C:17]([O:24][CH2:25][CH2:26][OH:27])=[C:18]([F:23])[CH:19]=4)[N:14]=3)=[N:11][N:12]=2)[CH:9]=1.[C:43]([O:47][C:48]([NH:50][C@@H:51]([CH:55]([CH3:57])[CH3:56])[C:52](O)=[O:53])=[O:49])([CH3:46])([CH3:45])[CH3:44].C1CCC(N=C=NC2CCCCC2)CC1.O, predict the reaction product. The product is: [C:43]([O:47][C:48]([NH:50][C@@H:51]([CH:55]([CH3:57])[CH3:56])[C:52]([O:27][CH2:26][CH2:25][O:24][C:17]1[CH:16]=[C:15]2[C:20]([CH:21]=[CH:22][C:13]([C:10]3[N:8]4[CH:9]=[C:4]([C@@H:3]([N:28]5[CH2:32][CH2:31][C@H:30]([NH:33][C:34]([O:35][C:36]([CH3:39])([CH3:37])[CH3:38])=[O:40])[CH2:29]5)[C:2]([F:1])([F:41])[F:42])[CH:5]=[CH:6][C:7]4=[N:12][N:11]=3)=[N:14]2)=[CH:19][C:18]=1[F:23])=[O:53])=[O:49])([CH3:46])([CH3:45])[CH3:44].